This data is from Full USPTO retrosynthesis dataset with 1.9M reactions from patents (1976-2016). The task is: Predict the reactants needed to synthesize the given product. (1) Given the product [CH2:17]([O:16][C:14]([N:1]1[C:9]2[C:4](=[CH:5][CH:6]=[CH:7][CH:8]=2)[CH2:3][C@H:2]1[C:10]([OH:12])=[O:11])=[O:15])[C:18]1[CH:23]=[CH:22][CH:21]=[CH:20][CH:19]=1, predict the reactants needed to synthesize it. The reactants are: [NH:1]1[C:9]2[C:4](=[CH:5][CH:6]=[CH:7][CH:8]=2)[CH2:3][C@H:2]1[C:10]([OH:12])=[O:11].Cl[C:14]([O:16][CH2:17][C:18]1[CH:23]=[CH:22][CH:21]=[CH:20][CH:19]=1)=[O:15]. (2) The reactants are: [CH3:1][C:2]([C:4]1[CH:5]=[CH:6][CH:7]=[C:8]([OH:10])[CH:9]=1)=O.[H][H].[NH3:13]. Given the product [OH:10][C:8]1[CH:9]=[C:4]([CH:2]([NH2:13])[CH3:1])[CH:5]=[CH:6][CH:7]=1, predict the reactants needed to synthesize it. (3) Given the product [F:1][C:2]1[CH:9]=[CH:8][C:5]([CH2:6][O:35][CH2:34][C:32]2[O:31][N:30]=[C:29]([C:26]3[CH:25]=[CH:24][C:23]([N:20]4[CH2:21][CH2:22][CH:18]([N:17]([CH3:36])[CH3:16])[CH2:19]4)=[CH:28][CH:27]=3)[N:33]=2)=[CH:4][CH:3]=1, predict the reactants needed to synthesize it. The reactants are: [F:1][C:2]1[CH:9]=[CH:8][C:5]([CH2:6]Br)=[CH:4][CH:3]=1.C(=O)([O-])[O-].[K+].[K+].[CH3:16][N:17]([CH3:36])[CH:18]1[CH2:22][CH2:21][N:20]([C:23]2[CH:28]=[CH:27][C:26]([C:29]3[N:33]=[C:32]([CH2:34][OH:35])[O:31][N:30]=3)=[CH:25][CH:24]=2)[CH2:19]1. (4) Given the product [N:10]([CH2:8][C:5]1[N:4]=[N:3][C:2]([Cl:1])=[CH:7][CH:6]=1)=[N+:11]=[N-:12], predict the reactants needed to synthesize it. The reactants are: [Cl:1][C:2]1[N:3]=[N:4][C:5]([CH2:8]Cl)=[CH:6][CH:7]=1.[N-:10]=[N+:11]=[N-:12].[Na+].O. (5) Given the product [Br:17][C:14]1[CH:15]=[N:16][C:8]2[NH:7][C:2](=[O:3])[NH:12][C:10](=[O:11])[C:9]=2[CH:13]=1, predict the reactants needed to synthesize it. The reactants are: C(Cl)(=O)[C:2](Cl)=[O:3].[NH2:7][C:8]1[N:16]=[CH:15][C:14]([Br:17])=[CH:13][C:9]=1[C:10]([NH2:12])=[O:11]. (6) Given the product [Br:29][C:27]1[CH:28]=[C:23]([CH:24]=[C:25]([Br:31])[C:26]=1[Br:30])[CH2:22][N:20]1[CH:21]=[C:17]([C:15]2[CH:16]=[C:11]([C:8]3[N:9]=[N:10][N:6]([CH2:5][C:4]([OH:32])=[O:3])[N:7]=3)[CH:12]=[N:13][CH:14]=2)[N:18]=[N:19]1, predict the reactants needed to synthesize it. The reactants are: C([O:3][C:4](=[O:32])[CH2:5][N:6]1[N:10]=[N:9][C:8]([C:11]2[CH:12]=[N:13][CH:14]=[C:15]([C:17]3[N:18]=[N:19][N:20]([CH2:22][C:23]4[CH:28]=[C:27]([Br:29])[C:26]([Br:30])=[C:25]([Br:31])[CH:24]=4)[CH:21]=3)[CH:16]=2)=[N:7]1)C.[OH-].[Na+]. (7) Given the product [C:22]1([C:21]2[C:14]3[C:13]([O:11][CH2:10][CH2:9][N:3]4[CH2:8][CH2:7][CH2:6][CH2:5][CH2:4]4)=[N:18][CH:17]=[N:16][C:15]=3[S:19][CH:20]=2)[CH:23]=[CH:24][CH:25]=[CH:26][CH:27]=1, predict the reactants needed to synthesize it. The reactants are: [H-].[Na+].[N:3]1([CH2:9][CH2:10][OH:11])[CH2:8][CH2:7][CH2:6][CH2:5][CH2:4]1.Cl[C:13]1[C:14]2[C:21]([C:22]3[CH:27]=[CH:26][CH:25]=[CH:24][CH:23]=3)=[CH:20][S:19][C:15]=2[N:16]=[CH:17][N:18]=1. (8) Given the product [Cl:12][C:13]1[CH:14]=[C:15]([NH:16][C:2]2[C:11]3[C:6](=[CH:7][CH:8]=[CH:9][CH:10]=3)[N:5]=[N:4][CH:3]=2)[CH:17]=[CH:18][CH:19]=1, predict the reactants needed to synthesize it. The reactants are: Cl[C:2]1[C:11]2[C:6](=[CH:7][CH:8]=[CH:9][CH:10]=2)[N:5]=[N:4][CH:3]=1.[Cl:12][C:13]1[CH:14]=[C:15]([CH:17]=[CH:18][CH:19]=1)[NH2:16]. (9) Given the product [CH3:19][C:16]1[N:15]([C:20]2[N:21]=[C:22]([CH2:26][CH2:27][CH2:28][OH:29])[CH:23]=[CH:24][CH:25]=2)[C:14]([CH3:13])=[CH:18][CH:17]=1, predict the reactants needed to synthesize it. The reactants are: C(NC(C)C)(C)C.C([Li])CCC.[CH3:13][C:14]1[N:15]([C:20]2[CH:25]=[CH:24][CH:23]=[C:22]([CH3:26])[N:21]=2)[C:16]([CH3:19])=[CH:17][CH:18]=1.[CH2:27]1[O:29][CH2:28]1.